This data is from Peptide-MHC class I binding affinity with 185,985 pairs from IEDB/IMGT. The task is: Regression. Given a peptide amino acid sequence and an MHC pseudo amino acid sequence, predict their binding affinity value. This is MHC class I binding data. (1) The peptide sequence is GHTTNFASK. The MHC is Patr-A0301 with pseudo-sequence Patr-A0301. The binding affinity (normalized) is 0.193. (2) The peptide sequence is LGYPFAWFL. The MHC is HLA-A01:01 with pseudo-sequence HLA-A01:01. The binding affinity (normalized) is 0.0847. (3) The peptide sequence is EAVRHFPRI. The MHC is HLA-B40:02 with pseudo-sequence HLA-B40:02. The binding affinity (normalized) is 0. (4) The peptide sequence is HTAAPWGSY. The MHC is HLA-A02:03 with pseudo-sequence HLA-A02:03. The binding affinity (normalized) is 0.0847.